This data is from Retrosynthesis with 50K atom-mapped reactions and 10 reaction types from USPTO. The task is: Predict the reactants needed to synthesize the given product. (1) Given the product CC(C)(C)c1ccccc1N1CCN(C(=O)CC(=O)O)CC1, predict the reactants needed to synthesize it. The reactants are: CCOC(=O)CC(=O)N1CCN(c2ccccc2C(C)(C)C)CC1. (2) Given the product CCOCc1nc2cnc3ccccc3c2n1CCCCS(=O)(=O)N1CCCCC1, predict the reactants needed to synthesize it. The reactants are: C1CCNCC1.CCOCc1nc2cnc3ccccc3c2n1CCCCS(=O)(=O)Cl. (3) Given the product c1ccc(CN(Cc2ccccc2)CC2CO2)cc1, predict the reactants needed to synthesize it. The reactants are: ClCC1CO1.c1ccc(CNCc2ccccc2)cc1. (4) Given the product CCCCOC(=O)CCC(=O)N[C@@H](CC(=O)NS(C)(=O)=O)Cc1ccc(-c2cccc(Cl)c2)cc1, predict the reactants needed to synthesize it. The reactants are: CCCCO.CS(=O)(=O)NC(=O)C[C@@H](Cc1ccc(-c2cccc(Cl)c2)cc1)NC(=O)CCC(=O)O. (5) Given the product CNc1cc(Oc2ccc(NC(=O)Nc3cc(C(C)(C)C)nn3-c3ccc(C)cc3)cc2)ncn1, predict the reactants needed to synthesize it. The reactants are: CN.Cc1ccc(-n2nc(C(C)(C)C)cc2NC(=O)Nc2ccc(Oc3cc(Cl)ncn3)cc2)cc1. (6) Given the product NC(=O)c1cnc(-c2cnc3c(Nc4cnc(C(F)(F)F)cn4)ccnc3n2)c(C(F)(F)F)c1, predict the reactants needed to synthesize it. The reactants are: NC(=O)c1cnc(-c2cnc3c(Cl)ccnc3n2)c(C(F)(F)F)c1.Nc1cnc(C(F)(F)F)cn1. (7) Given the product COCCCn1c([C@@H]2CCCN(C(=O)C[C@H](N)Cc3ccc(N4CCCC4=O)cc3)C2)nc2ccccc21, predict the reactants needed to synthesize it. The reactants are: COCCCn1c([C@@H]2CCCN(C(=O)C[C@@H](Cc3ccc(N4CCCC4=O)cc3)NC(=O)OC(C)(C)C)C2)nc2ccccc21. (8) Given the product N#Cc1ccc(COCC[N+]23CCC(CC2)[C@@H](OC(=O)C2(c4ccccc4)CCCCCC2)C3)cc1, predict the reactants needed to synthesize it. The reactants are: N#Cc1ccc(COCCBr)cc1.O=C(O[C@H]1CN2CCC1CC2)C1(c2ccccc2)CCCCCC1. (9) Given the product Cc1cc(NC(=O)N2CCCCC2CO)ccc1OC(F)(F)C(F)F, predict the reactants needed to synthesize it. The reactants are: Cc1cc(N=C=O)ccc1OC(F)(F)C(F)F.OCC1CCCCN1. (10) Given the product COCc1ncnc(NC2CSC(c3ccccc3)C2)c1OC, predict the reactants needed to synthesize it. The reactants are: COCc1ncnc(Cl)c1OC.NC1CSC(c2ccccc2)C1.